This data is from Full USPTO retrosynthesis dataset with 1.9M reactions from patents (1976-2016). The task is: Predict the reactants needed to synthesize the given product. (1) The reactants are: [CH2:1]([NH2:8])[C:2]1[CH:7]=[CH:6][CH:5]=[CH:4][CH:3]=1.CCN(CC)CC.Br[CH2:17][CH2:18][Si:19]([CH2:22][CH2:23]Br)([CH3:21])[CH3:20].[OH-].[Na+]. Given the product [CH2:1]([N:8]1[CH2:23][CH2:22][Si:19]([CH3:21])([CH3:20])[CH2:18][CH2:17]1)[C:2]1[CH:7]=[CH:6][CH:5]=[CH:4][CH:3]=1, predict the reactants needed to synthesize it. (2) Given the product [CH2:1]([N:8]1[CH2:14][C:13]2[N:15]=[CH:16][C:17]([S:23][CH:21]([CH3:22])[CH3:20])=[N:18][C:12]=2[O:11][CH2:10][CH2:9]1)[C:2]1[CH:7]=[CH:6][CH:5]=[CH:4][CH:3]=1, predict the reactants needed to synthesize it. The reactants are: [CH2:1]([N:8]1[CH2:14][C:13]2[N:15]=[CH:16][C:17](Cl)=[N:18][C:12]=2[O:11][CH2:10][CH2:9]1)[C:2]1[CH:7]=[CH:6][CH:5]=[CH:4][CH:3]=1.[CH3:20][CH:21]([SH:23])[CH3:22].C(=O)([O-])[O-].[K+].[K+].O. (3) Given the product [OH:29][C@@:22]1([C:20]#[C:21][C:2]2[CH:3]=[C:4]([N:8]3[C:12]4[CH2:13][O:14][CH2:15][CH2:16][C:11]=4[C:10]([C:17]([NH2:19])=[O:18])=[N:9]3)[CH:5]=[CH:6][CH:7]=2)[CH2:26][CH2:25][N:24]([CH3:27])[C:23]1=[O:28], predict the reactants needed to synthesize it. The reactants are: Br[C:2]1[CH:3]=[C:4]([N:8]2[C:12]3[CH2:13][O:14][CH2:15][CH2:16][C:11]=3[C:10]([C:17]([NH2:19])=[O:18])=[N:9]2)[CH:5]=[CH:6][CH:7]=1.[C:20]([C@:22]1([OH:29])[CH2:26][CH2:25][N:24]([CH3:27])[C:23]1=[O:28])#[CH:21]. (4) Given the product [CH2:14]([NH:21][CH2:3][C:2]([F:13])([F:12])[F:1])[C:15]1[CH:20]=[CH:19][CH:18]=[CH:17][CH:16]=1, predict the reactants needed to synthesize it. The reactants are: [F:1][C:2]([F:13])([F:12])[CH2:3]OS(C(F)(F)F)(=O)=O.[CH2:14]([NH2:21])[C:15]1[CH:20]=[CH:19][CH:18]=[CH:17][CH:16]=1.